This data is from Full USPTO retrosynthesis dataset with 1.9M reactions from patents (1976-2016). The task is: Predict the reactants needed to synthesize the given product. (1) Given the product [NH:11]1[CH2:15][CH2:14][C@@H:13]([NH:16][CH2:17][C:18]([N:19]2[CH2:23][CH2:22][CH2:21][C@H:20]2[B:24]2[O:32][C@H:31]3[C@:26]([CH3:36])([C@H:27]4[CH2:33][C@@H:29]([CH2:30]3)[C:28]4([CH3:35])[CH3:34])[O:25]2)=[O:37])[CH2:12]1, predict the reactants needed to synthesize it. The reactants are: C(OC([N:11]1[CH2:15][CH2:14][CH:13]([N:16](C(OCC2C=CC=CC=2)=O)[CH2:17][C:18](=[O:37])[N:19]2[CH2:23][CH2:22][CH2:21][CH:20]2[B:24]2[O:32][CH:31]3[C:26]([CH3:36])([CH:27]4[CH2:33][CH:29]([CH2:30]3)[C:28]4([CH3:35])[CH3:34])[O:25]2)[CH2:12]1)=O)C1C=CC=CC=1. (2) Given the product [CH2:9]([O:8][CH2:7][C@H:6]1[N:2]([N:1]=[C:25]([C:27]2[CH:32]=[CH:31][CH:30]=[C:29]([CH3:33])[N:28]=2)[CH2:24][C:21]2[CH:20]=[CH:19][C:18]([F:17])=[CH:23][CH:22]=2)[C:3](=[O:16])[CH2:4][CH2:5]1)[C:10]1[CH:15]=[CH:14][CH:13]=[CH:12][CH:11]=1, predict the reactants needed to synthesize it. The reactants are: [NH2:1][N:2]1[C@H:6]([CH2:7][O:8][CH2:9][C:10]2[CH:15]=[CH:14][CH:13]=[CH:12][CH:11]=2)[CH2:5][CH2:4][C:3]1=[O:16].[F:17][C:18]1[CH:23]=[CH:22][C:21]([CH2:24][C:25]([C:27]2[CH:32]=[CH:31][CH:30]=[C:29]([CH3:33])[N:28]=2)=O)=[CH:20][CH:19]=1. (3) Given the product [CH3:19][O:18][C:15]1[CH:16]=[CH:17][C:12]2[CH2:11][CH:5]([CH2:6][C:7]([O:9][CH3:10])=[O:8])[C:1](=[O:2])[N:21]([CH2:22][C:23]([F:26])([F:25])[F:24])[CH2:20][C:13]=2[CH:14]=1, predict the reactants needed to synthesize it. The reactants are: [C:1]([CH:5]([CH2:11][C:12]1[CH:17]=[CH:16][C:15]([O:18][CH3:19])=[CH:14][C:13]=1[CH2:20][NH:21][CH2:22][C:23]([F:26])([F:25])[F:24])[CH2:6][C:7]([O:9][CH3:10])=[O:8])(OC)=[O:2].C(N(CCC)CCC)CC. (4) Given the product [O:1]1[CH2:6][CH2:5][CH:4]([CH2:7][NH:8][C:9]([C:11]2[C:16]([NH:17][C:18]([C:20]3[C:29]4[C:24](=[CH:25][CH:26]=[CH:27][CH:28]=4)[C:23]([CH3:30])=[CH:22][CH:21]=3)=[O:19])=[CH:15][CH:14]=[C:13]([OH:31])[N:12]=2)=[O:10])[CH2:3][CH2:2]1, predict the reactants needed to synthesize it. The reactants are: [O:1]1[CH2:6][CH2:5][CH:4]([CH2:7][NH:8][C:9]([C:11]2[C:16]([NH:17][C:18]([C:20]3[C:29]4[C:24](=[CH:25][CH:26]=[CH:27][CH:28]=4)[C:23]([CH3:30])=[CH:22][CH:21]=3)=[O:19])=[CH:15][CH:14]=[C:13]([O:31]C)[N:12]=2)=[O:10])[CH2:3][CH2:2]1.Cl.N1C=CC=CC=1. (5) Given the product [Cl:1][C:2]1[CH:7]=[C:6]([Cl:8])[CH:5]=[CH:4][C:3]=1[C:9]1([CH3:10])[C:12]2=[N:13][C:14]3[C:15](=[C:21]([N:25]([CH2:26][CH3:27])[CH2:28][CH3:29])[CH:22]=[CH:23][CH:24]=3)[N:16]2[CH2:17][CH2:18][CH2:19][O:20]1, predict the reactants needed to synthesize it. The reactants are: [Cl:1][C:2]1[CH:7]=[C:6]([Cl:8])[CH:5]=[CH:4][C:3]=1[C:9]([C:12]1[N:16]([CH2:17][CH2:18][CH2:19][OH:20])[C:15]2[C:21]([N:25]([CH2:28][CH3:29])[CH2:26][CH3:27])=[CH:22][CH:23]=[CH:24][C:14]=2[N:13]=1)(O)[CH3:10].C1(P(C2C=CC=CC=2)C2C=CC=CC=2)C=CC=CC=1.N(C(OCC)=O)=NC(OCC)=O.C1(C)C=CC=CC=1. (6) Given the product [F:15][C:11]1[C:10]([OH:16])=[C:9]([C:5]2[N:4]([CH2:24][CH2:25][C:26]3[CH:31]=[CH:30][CH:29]=[CH:28][CH:27]=3)[C:3](=[O:32])[C:2]([C:38]3[S:37][C:36]([CH3:35])=[N:40][CH:39]=3)=[C:7]([CH3:8])[N:6]=2)[CH:14]=[CH:13][CH:12]=1, predict the reactants needed to synthesize it. The reactants are: Br[C:2]1[C:3](=[O:32])[N:4]([CH2:24][CH2:25][C:26]2[CH:31]=[CH:30][CH:29]=[CH:28][CH:27]=2)[C:5]([C:9]2[CH:14]=[CH:13][CH:12]=[C:11]([F:15])[C:10]=2[O:16]CC2C=CC=CC=2)=[N:6][C:7]=1[CH3:8].[F-].[Cs+].[CH3:35][C:36]1[S:37][C:38]([Sn](CCCC)(CCCC)CCCC)=[CH:39][N:40]=1. (7) Given the product [OH:1][CH:2]([CH2:16][C:17]1[CH:22]=[CH:21][CH:20]=[CH:19][CH:18]=1)[CH2:3][CH2:4][CH2:5][C:6]1[CH:15]=[CH:14][CH:13]=[CH:12][C:7]=1[C:8]([O:10][CH3:11])=[O:9], predict the reactants needed to synthesize it. The reactants are: [OH:1][CH:2]([CH2:16][C:17]1[CH:22]=[CH:21][CH:20]=[CH:19][CH:18]=1)[CH2:3]/[CH:4]=[CH:5]/[C:6]1[CH:15]=[CH:14][CH:13]=[CH:12][C:7]=1[C:8]([O:10][CH3:11])=[O:9]. (8) Given the product [F:15][C:16]1[CH:17]=[CH:18][C:19]([CH2:20][CH:21]2[CH2:22][CH2:23][N:24]([CH2:2][C:3]([NH:5][C:6]3[CH:7]=[C:8]4[C:12](=[CH:13][CH:14]=3)[NH:11][N:10]=[CH:9]4)=[O:4])[CH2:25][CH2:26]2)=[CH:27][CH:28]=1, predict the reactants needed to synthesize it. The reactants are: Cl[CH2:2][C:3]([NH:5][C:6]1[CH:7]=[C:8]2[C:12](=[CH:13][CH:14]=1)[NH:11][N:10]=[CH:9]2)=[O:4].[F:15][C:16]1[CH:28]=[CH:27][C:19]([CH2:20][CH:21]2[CH2:26][CH2:25][NH:24][CH2:23][CH2:22]2)=[CH:18][CH:17]=1.